From a dataset of Forward reaction prediction with 1.9M reactions from USPTO patents (1976-2016). Predict the product of the given reaction. Given the reactants Br[CH2:2][C:3]([C:5]1[CH:10]=[CH:9][CH:8]=[CH:7][CH:6]=1)=[O:4].[Cl:11][C:12]1[CH:17]=[C:16]([Cl:18])[CH:15]=[CH:14][C:13]=1[CH2:19][NH:20][CH3:21].C(N(CC)CC)C, predict the reaction product. The product is: [Cl:11][C:12]1[CH:17]=[C:16]([Cl:18])[CH:15]=[CH:14][C:13]=1[CH2:19][N:20]([CH3:21])[CH2:2][C:3]([C:5]1[CH:10]=[CH:9][CH:8]=[CH:7][CH:6]=1)=[O:4].